The task is: Predict the reactants needed to synthesize the given product.. This data is from Full USPTO retrosynthesis dataset with 1.9M reactions from patents (1976-2016). (1) The reactants are: [OH:1][C:2]([CH:4]([C:6]1[CH:19]=[CH:18][CH:17]=[C:8]([C:9]([C:11]2[CH:16]=[CH:15][CH:14]=[CH:13][CH:12]=2)=[O:10])[CH:7]=1)[CH3:5])=[O:3].C(N(CC)CC)C.CP(Cl)(C)=S.[C:32]([NH:39][CH:40]([CH2:43][OH:44])[CH2:41][OH:42])([O:34][C:35]([CH3:38])([CH3:37])[CH3:36])=[O:33].NC(O)CC.CC(NC1C=CC(CC(O)=O)=CC=1)=O.Cl.N. Given the product [C:32]([NH:39][CH:40]([CH2:41][OH:42])[CH2:43][OH:44])([O:34][C:35]([CH3:37])([CH3:38])[CH3:36])=[O:33].[OH:3][C:2]([CH:4]([C:6]1[CH:19]=[CH:18][CH:17]=[C:8]([C:9]([C:11]2[CH:12]=[CH:13][CH:14]=[CH:15][CH:16]=2)=[O:10])[CH:7]=1)[CH3:5])=[O:1], predict the reactants needed to synthesize it. (2) Given the product [Br:1][C:2]1[C:7]([CH3:8])=[CH:6][C:5]([SH:9])=[CH:4][C:3]=1[CH3:15], predict the reactants needed to synthesize it. The reactants are: [Br:1][C:2]1[C:7]([CH3:8])=[CH:6][C:5]([S:9]C(=O)N(C)C)=[CH:4][C:3]=1[CH3:15].C[O-].[Na+].Cl. (3) Given the product [Cl:1][C:2]1[C:11]2[C:6](=[CH:7][CH:8]=[C:9]([C:12]([C:14]3[N:18]([CH3:19])[C:17]([CH3:20])=[N:16][CH:15]=3)([OH:13])[C:34]#[CH:35])[CH:10]=2)[N:5]=[C:4]([O:21][CH3:22])[C:3]=1[CH2:23][C:24]1[CH:25]=[CH:26][C:27]([C:30]([F:31])([F:33])[F:32])=[CH:28][CH:29]=1, predict the reactants needed to synthesize it. The reactants are: [Cl:1][C:2]1[C:11]2[C:6](=[CH:7][CH:8]=[C:9]([C:12]([C:14]3[N:18]([CH3:19])[C:17]([CH3:20])=[N:16][CH:15]=3)=[O:13])[CH:10]=2)[N:5]=[C:4]([O:21][CH3:22])[C:3]=1[CH2:23][C:24]1[CH:29]=[CH:28][C:27]([C:30]([F:33])([F:32])[F:31])=[CH:26][CH:25]=1.[C-:34]#[C-:35].[Si]([Li])(C)(C)C. (4) Given the product [CH2:31]([N:10]1[C:11]([C:12]2[CH:17]=[CH:16][CH:15]=[CH:14][C:13]=2[CH:18]=[CH2:19])=[C:7]([CH:1]2[CH2:6][CH2:5][CH2:4][CH2:3][CH2:2]2)[C:8]2[S:22][C:21]([C:23]([O:25][CH3:26])=[O:24])=[CH:20][C:9]1=2)[CH:30]=[CH2:29], predict the reactants needed to synthesize it. The reactants are: [CH:1]1([C:7]2[C:8]3[S:22][C:21]([C:23]([O:25][CH3:26])=[O:24])=[CH:20][C:9]=3[NH:10][C:11]=2[C:12]2[CH:17]=[CH:16][CH:15]=[CH:14][C:13]=2[CH:18]=[CH2:19])[CH2:6][CH2:5][CH2:4][CH2:3][CH2:2]1.[H-].[Na+].[CH2:29](Br)[CH:30]=[CH2:31]. (5) Given the product [NH2:12][C:6]1[CH:7]=[N:8][C:9]2[C:4]([C:5]=1[C:15]([C:17]1[CH:18]=[CH:19][C:20]([C:23]([CH3:26])([CH3:27])[C:24]#[N:25])=[CH:21][CH:22]=1)=[O:16])=[CH:3][C:2]([Br:1])=[CH:11][CH:10]=2, predict the reactants needed to synthesize it. The reactants are: [Br:1][C:2]1[CH:3]=[C:4]2[C:9](=[CH:10][CH:11]=1)[N:8]=[CH:7][C:6]([N+:12]([O-])=O)=[C:5]2[C:15]([C:17]1[CH:22]=[CH:21][C:20]([C:23]([CH3:27])([CH3:26])[C:24]#[N:25])=[CH:19][CH:18]=1)=[O:16]. (6) Given the product [CH2:16]([C:6]1([N:1]2[CH2:5][CH2:4][CH2:3][CH2:2]2)[CH2:15][CH2:14][C:9]2([O:13][CH2:12][CH2:11][O:10]2)[CH2:8][CH2:7]1)[C:19]1[CH:24]=[CH:23][CH:22]=[CH:21][CH:20]=1, predict the reactants needed to synthesize it. The reactants are: [N:1]1([C:6]2([C:16]#N)[CH2:15][CH2:14][C:9]3([O:13][CH2:12][CH2:11][O:10]3)[CH2:8][CH2:7]2)[CH2:5][CH2:4][CH2:3][CH2:2]1.C([Mg]Cl)[C:19]1[CH:24]=[CH:23][CH:22]=[CH:21][CH:20]=1.[Cl-].[NH4+].